Dataset: Forward reaction prediction with 1.9M reactions from USPTO patents (1976-2016). Task: Predict the product of the given reaction. (1) Given the reactants [Br:1][C:2]1[C:6]2=[N:7][C:8]([C:11]([OH:13])=[O:12])=[CH:9][CH:10]=[C:5]2[S:4][CH:3]=1.S1C2C(=NC(C(OC)=O)=CC=2)C=[CH:15]1.BrBr.CCOC(C)=O, predict the reaction product. The product is: [Br:1][C:2]1[C:6]2=[N:7][C:8]([C:11]([O:13][CH3:15])=[O:12])=[CH:9][CH:10]=[C:5]2[S:4][CH:3]=1. (2) The product is: [F:26][C:7]([F:6])([F:25])[CH:8]([C:17]1[CH:22]=[CH:21][N:20]=[C:19]([C:23]#[N:24])[CH:18]=1)[OH:9]. Given the reactants O1CCCC1.[F:6][C:7]([F:26])([F:25])[CH:8]([C:17]1[CH:22]=[CH:21][N:20]=[C:19]([C:23]#[N:24])[CH:18]=1)[O:9][Si](CC)(CC)CC.[F-].C([N+](CCCC)(CCCC)CCCC)CCC, predict the reaction product.